This data is from Reaction yield outcomes from USPTO patents with 853,638 reactions. The task is: Predict the reaction yield, written as a fraction of the theoretical maximum amount of product (1.0 means a 100% yield; for example, 0.34 means a 34% yield). (1) The reactants are [C:1]1([N:7]([C:16]2[CH:21]=[CH:20][CH:19]=[CH:18][CH:17]=2)[C:8]2[CH:15]=[CH:14][C:11]([CH2:12]O)=[CH:10][CH:9]=2)[CH:6]=[CH:5][CH:4]=[CH:3][CH:2]=1.[C:22]([O:26][C:27](=[O:54])[CH2:28][N:29]([C:47]([O:49][C:50]([CH3:53])([CH3:52])[CH3:51])=[O:48])[C:30]1[CH:35]=[CH:34][CH:33]=[C:32]([CH2:36][NH:37][S:38]([C:41]2[CH:42]=[N:43][CH:44]=[CH:45][CH:46]=2)(=[O:40])=[O:39])[N:31]=1)([CH3:25])([CH3:24])[CH3:23].C(P(CCCC)CCCC)CCC.CN(C)C(N=NC(N(C)C)=O)=O. The catalyst is O.O1CCCC1. The product is [C:22]([O:26][C:27](=[O:54])[CH2:28][N:29]([C:47]([O:49][C:50]([CH3:53])([CH3:52])[CH3:51])=[O:48])[C:30]1[CH:35]=[CH:34][CH:33]=[C:32]([CH:36]([CH2:12][C:11]2[CH:10]=[CH:9][C:8]([N:7]([C:16]3[CH:21]=[CH:20][CH:19]=[CH:18][CH:17]=3)[C:1]3[CH:6]=[CH:5][CH:4]=[CH:3][CH:2]=3)=[CH:15][CH:14]=2)[NH:37][S:38]([C:41]2[CH:42]=[N:43][CH:44]=[CH:45][CH:46]=2)(=[O:39])=[O:40])[N:31]=1)([CH3:25])([CH3:24])[CH3:23]. The yield is 0.680. (2) The reactants are [CH2:1]([O:3][C:4]1[CH:5]=[C:6]([CH:12]([NH2:18])[CH2:13][S:14]([CH3:17])(=[O:16])=[O:15])[CH:7]=[CH:8][C:9]=1[O:10][CH3:11])[CH3:2].[C:19]([NH:22][C:23]1[CH:33]=[CH:32][CH:31]=[C:25]2[C:26]([O:28][C:29](=O)[C:24]=12)=[O:27])(=[O:21])[CH3:20]. The catalyst is C(O)(=O)C. The product is [CH2:1]([O:3][C:4]1[CH:5]=[C:6]([CH:12]([N:18]2[C:29](=[O:28])[C:24]3[C:25](=[CH:31][CH:32]=[CH:33][C:23]=3[NH:22][C:19](=[O:21])[CH3:20])[C:26]2=[O:27])[CH2:13][S:14]([CH3:17])(=[O:16])=[O:15])[CH:7]=[CH:8][C:9]=1[O:10][CH3:11])[CH3:2]. The yield is 0.590. (3) The yield is 0.310. The product is [N:12]1([C:9]2[CH:10]=[CH:11][C:6]([C:4](=[O:5])[CH2:3][CH:20]([C:25]3[CH:26]=[C:27]([Cl:32])[CH:28]=[C:29]([Cl:31])[CH:30]=3)[C:21]([F:24])([F:23])[F:22])=[CH:7][CH:8]=2)[CH:16]=[N:15][CH:14]=[N:13]1. The reactants are C[Si](C)(C)[O:3][C:4]([C:6]1[CH:11]=[CH:10][C:9]([N:12]2[CH:16]=[N:15][CH:14]=[N:13]2)=[CH:8][CH:7]=1)=[CH2:5].Br[CH:20]([C:25]1[CH:30]=[C:29]([Cl:31])[CH:28]=[C:27]([Cl:32])[CH:26]=1)[C:21]([F:24])([F:23])[F:22].N1C=CC=CC=1C1C=CC=CN=1. The catalyst is ClC1C=CC=CC=1Cl.Cl[Cu]. (4) The reactants are [CH2:1]([NH:8][C:9]1[N:14]2[N:15]=[CH:16][C:17]([C:18](O)=[O:19])=[C:13]2[N:12]=[CH:11][C:10]=1[C:21]([N:23]1[CH2:28][CH2:27][C:26]2([C:32]3[CH:33]=[CH:34][CH:35]=[C:36]([F:37])[C:31]=3[O:30][CH2:29]2)[CH2:25][CH2:24]1)=[O:22])[C:2]1[CH:7]=[CH:6][CH:5]=[CH:4][CH:3]=1.[CH3:38][S:39]([NH2:42])(=[O:41])=[O:40]. No catalyst specified. The product is [CH2:1]([NH:8][C:9]1[N:14]2[N:15]=[CH:16][C:17]([C:18]([NH:42][S:39]([CH3:38])(=[O:41])=[O:40])=[O:19])=[C:13]2[N:12]=[CH:11][C:10]=1[C:21]([N:23]1[CH2:28][CH2:27][C:26]2([C:32]3[CH:33]=[CH:34][CH:35]=[C:36]([F:37])[C:31]=3[O:30][CH2:29]2)[CH2:25][CH2:24]1)=[O:22])[C:2]1[CH:3]=[CH:4][CH:5]=[CH:6][CH:7]=1. The yield is 0.300. (5) The reactants are [CH2:1]([N:8]([CH2:15][C:16]1[CH:21]=[CH:20][CH:19]=[CH:18][CH:17]=1)[CH2:9][CH2:10][C:11]1([OH:14])[CH2:13][CH2:12]1)[C:2]1[CH:7]=[CH:6][CH:5]=[CH:4][CH:3]=1.[H-].[Na+].I[CH3:25]. The catalyst is C1COCC1. The product is [CH2:15]([N:8]([CH2:1][C:2]1[CH:3]=[CH:4][CH:5]=[CH:6][CH:7]=1)[CH2:9][CH2:10][C:11]1([O:14][CH3:25])[CH2:12][CH2:13]1)[C:16]1[CH:21]=[CH:20][CH:19]=[CH:18][CH:17]=1. The yield is 0.380. (6) The reactants are [CH2:1]([OH:5])[C:2]#[C:3][CH3:4].[OH-].[Na+].C([O:12][C:13](=[O:27])[CH2:14][N:15]([S:17]([C:20]1[CH:21]=[N:22][C:23](Cl)=[CH:24][CH:25]=1)(=[O:19])=[O:18])[CH3:16])(C)(C)C.C(O)#CCC. The catalyst is O. The product is [CH2:1]([O:5][C:23]1[N:22]=[CH:21][C:20]([S:17]([N:15]([CH2:14][C:13]([OH:27])=[O:12])[CH3:16])(=[O:19])=[O:18])=[CH:25][CH:24]=1)[C:2]#[C:3][CH3:4]. The yield is 0.450. (7) The reactants are [N+:1]([C:4]1[CH:12]=[N:11][CH:10]=[CH:9][C:5]=1[C:6]([OH:8])=O)([O-:3])=[O:2].Cl.CN.C(Cl)CCl.C1C=CC2N(O)N=[N:26][C:24]=2C=1.CCN(C(C)C)C(C)C. The catalyst is CN(C=O)C. The product is [CH3:24][NH:26][C:6](=[O:8])[C:5]1[CH:9]=[CH:10][N:11]=[CH:12][C:4]=1[N+:1]([O-:3])=[O:2]. The yield is 0.170.